Dataset: Reaction yield outcomes from USPTO patents with 853,638 reactions. Task: Predict the reaction yield, written as a fraction of the theoretical maximum amount of product (1.0 means a 100% yield; for example, 0.34 means a 34% yield). (1) The reactants are [NH:1]1[CH:5]=[CH:4][N:3]=[C:2]1[CH2:6][N:7]1[C:20](=[O:21])[C@H:19]([CH2:22][C:23](OC)=[O:24])[CH2:18][C:17]2[CH:16]=[C:15]([Cl:27])[C:14]3[NH:13][N:12]=[CH:11][C:10]=3[C:9]=2[CH2:8]1.O.[OH-].[Li+].[B-](F)(F)(F)F.CN(C(ON1N=NC2C1=CC=CC=2)=[N+](C)C)C.Cl.[O:54]=[C:55]1[N:64]([CH:65]2[CH2:70][CH2:69][NH:68][CH2:67][CH2:66]2)[CH2:63][C:62]2[C:57](=[CH:58][CH:59]=[CH:60][CH:61]=2)[NH:56]1. The catalyst is O.O1CCCC1.CO. The product is [NH:1]1[CH:5]=[CH:4][N:3]=[C:2]1[CH2:6][N:7]1[C:20](=[O:21])[C@H:19]([CH2:22][C:23](=[O:24])[N:68]2[CH2:67][CH2:66][CH:65]([N:64]3[CH2:63][C:62]4[C:57](=[CH:58][CH:59]=[CH:60][CH:61]=4)[NH:56][C:55]3=[O:54])[CH2:70][CH2:69]2)[CH2:18][C:17]2[CH:16]=[C:15]([Cl:27])[C:14]3[NH:13][N:12]=[CH:11][C:10]=3[C:9]=2[CH2:8]1. The yield is 0.280. (2) The reactants are [Cl:1][C:2]1[CH:3]=[C:4]2[C:8](=[CH:9][CH:10]=1)[NH:7][CH:6]=[C:5]2[CH2:11][CH2:12][NH:13][C:14]([C:16]1[O:20][CH:19]=[N:18][CH:17]=1)=[O:15].[C:21]1(I)[CH:26]=[CH:25][CH:24]=[CH:23][CH:22]=1.ClCCl.C1(P(C2C=CC=CC=2)C2C=CC=CC=2)C=CC=CC=1. The catalyst is Cl[Pd]Cl.C1(P(C2C=CC=CC=2)[C-]2C=CC=C2)C=CC=CC=1.[C-]1(P(C2C=CC=CC=2)C2C=CC=CC=2)C=CC=C1.[Fe+2].C(=O)([O-])[O-].[Ag+2].O. The product is [Cl:1][C:2]1[CH:3]=[C:4]2[C:8](=[CH:9][CH:10]=1)[NH:7][CH:6]=[C:5]2[CH2:11][CH2:12][NH:13][C:14]([C:16]1[O:20][C:19]([C:21]2[CH:26]=[CH:25][CH:24]=[CH:23][CH:22]=2)=[N:18][CH:17]=1)=[O:15]. The yield is 0.190. (3) The catalyst is C(O)C. The yield is 0.440. The product is [C:1]1([C:7]([C:9]2[NH:17][C:12]3=[CH:13][N:14]=[CH:15][CH:16]=[C:11]3[CH:10]=2)=[N:19][OH:20])[CH:6]=[CH:5][CH:4]=[CH:3][CH:2]=1. The reactants are [C:1]1([C:7]([C:9]2[NH:17][C:12]3=[CH:13][N:14]=[CH:15][CH:16]=[C:11]3[CH:10]=2)=O)[CH:6]=[CH:5][CH:4]=[CH:3][CH:2]=1.Cl.[NH2:19][OH:20].O[Li].O.O. (4) The reactants are [OH:1][C:2]1[CH:10]=[CH:9][C:8]([NH:11][CH2:12][C:13]2[C:18]([F:19])=[C:17]([F:20])[C:16]([C:21]([F:24])([F:23])[F:22])=[C:15]([F:25])[C:14]=2[F:26])=[CH:7][C:3]=1[C:4]([OH:6])=[O:5].C(=O)([O-])[O-].[K+].[K+].[C:33](Cl)(=[O:37])[C:34]([CH3:36])=[O:35]. The catalyst is CN(C)C=O. The product is [O:35]=[C:34]([CH3:36])[C:33]([O:1][C:2]1[CH:10]=[CH:9][C:8]([NH:11][CH2:12][C:13]2[C:14]([F:26])=[C:15]([F:25])[C:16]([C:21]([F:24])([F:23])[F:22])=[C:17]([F:20])[C:18]=2[F:19])=[CH:7][C:3]=1[C:4]([OH:6])=[O:5])=[O:37]. The yield is 0.632. (5) The reactants are Br[C:2]1[CH:3]=[CH:4][C:5]2[NH:6][C:7]3[C:12]([C:13]=2[CH:14]=1)=[CH:11][C:10](Br)=[CH:9][CH:8]=3.[H-].[Na+].Cl[Si:19]([CH2:24][CH3:25])([CH2:22][CH3:23])[CH2:20][CH3:21].[CH2:26]([Li])[CH2:27][CH2:28][CH3:29].Cl[Si:32]([C:45]1[CH:50]=[CH:49][CH:48]=[CH:47][CH:46]=1)([C:39]1[CH:44]=[CH:43][CH:42]=[CH:41][CH:40]=1)[C:33]1[CH:38]=[CH:37][CH:36]=[CH:35][CH:34]=1.[Cl-].[NH4+]. The catalyst is C1COCC1. The product is [C:20]1([Si:19]([C:24]2[CH:25]=[CH:9][CH:8]=[CH:7][CH:12]=2)([C:22]2[CH:13]=[CH:14][CH:2]=[CH:3][CH:23]=2)[C:2]2[CH:3]=[CH:4][C:5]3[NH:6][C:7]4[C:12]([C:13]=3[CH:14]=2)=[CH:11][C:10]([Si:32]([C:45]2[CH:50]=[CH:49][CH:48]=[CH:47][CH:46]=2)([C:39]2[CH:44]=[CH:43][CH:42]=[CH:41][CH:40]=2)[C:33]2[CH:38]=[CH:37][CH:36]=[CH:35][CH:34]=2)=[CH:9][CH:8]=4)[CH:29]=[CH:28][CH:27]=[CH:26][CH:21]=1. The yield is 0.660.